This data is from Merck oncology drug combination screen with 23,052 pairs across 39 cell lines. The task is: Regression. Given two drug SMILES strings and cell line genomic features, predict the synergy score measuring deviation from expected non-interaction effect. (1) Drug 1: O=P1(N(CCCl)CCCl)NCCCO1. Drug 2: Cc1nc(Nc2ncc(C(=O)Nc3c(C)cccc3Cl)s2)cc(N2CCN(CCO)CC2)n1. Cell line: A2058. Synergy scores: synergy=10.4. (2) Drug 1: CS(=O)(=O)CCNCc1ccc(-c2ccc3ncnc(Nc4ccc(OCc5cccc(F)c5)c(Cl)c4)c3c2)o1. Drug 2: NC1(c2ccc(-c3nc4ccn5c(=O)[nH]nc5c4cc3-c3ccccc3)cc2)CCC1. Cell line: SKMEL30. Synergy scores: synergy=26.7.